The task is: Binary Classification. Given a miRNA mature sequence and a target amino acid sequence, predict their likelihood of interaction.. This data is from Experimentally validated miRNA-target interactions with 360,000+ pairs, plus equal number of negative samples. (1) The miRNA is mmu-miR-10b-5p with sequence UACCCUGUAGAACCGAAUUUGUG. The protein sequence of the target gene is MAEQLAFLIGGIIGGLLLLIGVSCCLWRRFCATFTYEELPETSDPATISYFSRKEDRLYQYSGTPPGRLPSVPFVVPPSHQGRDWVPLHGGDWAVAPQDPCPVPEHMACTSSAKPGDACEMGSINPELYKSPEDTSETGFPDGCLGRLWFSVEYQQESERLLVGLIKAQQLQVPSETCSTLVKLHLLPDERRFLQSKTKHKICNPQFDENFIFQVSSKSVTQRVLKFSVYHVNKKRKHQLLGQVLFPLKNETLAGDHHRIIWRDLEAKNLEPPSEFGDIQFCLSYNDYLSRLTVVVLRAK.... Result: 1 (interaction). (2) The miRNA is mmu-miR-378b with sequence CUGGACUUGGAGUCAGAAGA. Result: 1 (interaction). The protein sequence of the target gene is MVAGTRCLLVLLLPQVLLGGAAGLIPELGRKKFAAASSRPLSRPSEDVLSEFELRLLSMFGLKQRPTPSKDVVVPPYMLDLYRRHSGQPGAPAPDHRLERAASRANTVRSFHHEEAVEELPEMSGKTARRFFFNLSSVPSDEFLTSAELQIFREQIQEALGNSSFQHRINIYEIIKPAAANLKFPVTRLLDTRLVNQNTSQWESFDVTPAVMRWTTQGHTNHGFVVEVAHLEENPGVSKRHVRISRSLHQDEHSWSQIRPLLVTFGHDGKGHPLHKREKRQAKHKQRKRLKSSCKRHPLY.... (3) The miRNA is hsa-miR-324-5p with sequence CGCAUCCCCUAGGGCAUUGGUG. The protein sequence of the target gene is MASVWQRLGFYASLLKRQLNGGPDVIKWERRVIPGCTRSIYSATGKWTKEYTLQTRKDVEKWWHQRIKEQASKISEADKSKPKFYVLSMFPYPSGKLHMGHVRVYTISDTIARFQKMRGMQVINPMGWDAFGLPAENAAVERNLHPQSWTQSNIKHMRKQLDRLGLCFSWDREITTCLPDYYKWTQYLFIKLYEAGLAYQKEALVNWDPVDQTVLANEQVDEHGCSWRSGAKVEQKYLRQWFIKTTAYAKAMQDALADLPEWYGIKGMQAHWIGDCVGCHLDFTLKVHGQATGEKLTAYT.... Result: 1 (interaction). (4) The miRNA is hsa-miR-17-5p with sequence CAAAGUGCUUACAGUGCAGGUAG. The protein sequence of the target gene is MGLSHSKTHLRVIKVAPLQNKEVETPSAGRVDFAFNQNLEEKTSYSLARLQDQNKALEGQLPPLQENWYGRYSTASRDMYFDIPLEHRETSIIKRHPPQRLQKLEPIDLPRVITSGRLLSQREARTMHKAKQVLEKKMQTPMYTSENRQYLHKMQVLEMIRKRQEAQMELKKSLHGEARINKQSPRDHKAKKTLQSTPRNDDHDLLTMLPDEILNRGPGNSKNTEFLKHQAVNNYCPWKIGKMETWLHEQEAQGQLLWDSSSSDSDEQGKDEKKPRALVRTRTERIPLFDEFFDQE. Result: 1 (interaction).